Dataset: Forward reaction prediction with 1.9M reactions from USPTO patents (1976-2016). Task: Predict the product of the given reaction. (1) Given the reactants B(Cl)(Cl)Cl.[F:5][C:6]1[CH:11]=[C:10]([I:12])[CH:9]=[CH:8][C:7]=1[NH:13][C:14]1[C:15]([NH:25][S:26]([CH:29]2[CH2:32][CH:31]([O:33]CC3C=CC=CC=3)[CH2:30]2)(=[O:28])=[O:27])=[C:16]2[S:24][CH2:23][CH2:22][N:17]2[C:18](=[O:21])[C:19]=1[CH3:20].CO, predict the reaction product. The product is: [F:5][C:6]1[CH:11]=[C:10]([I:12])[CH:9]=[CH:8][C:7]=1[NH:13][C:14]1[C:15]([NH:25][S:26]([CH:29]2[CH2:32][CH:31]([OH:33])[CH2:30]2)(=[O:27])=[O:28])=[C:16]2[S:24][CH2:23][CH2:22][N:17]2[C:18](=[O:21])[C:19]=1[CH3:20]. (2) Given the reactants Br[C:2]1[CH:3]=[CH:4][N:5]2[C:10]=1[C:9](=[O:11])[N:8]([C:12]1[CH:17]=[CH:16][CH:15]=[CH:14][CH:13]=1)[C:7]([C@@H:18]([NH:20][C:21](=[O:27])[O:22][C:23]([CH3:26])([CH3:25])[CH3:24])[CH3:19])=[N:6]2.[CH:28]([N:31]1[CH2:36][CH2:35][N:34]([C:37](=[O:43])[CH2:38][CH2:39][CH2:40][C:41]#[CH:42])[CH2:33][CH2:32]1)([CH3:30])[CH3:29], predict the reaction product. The product is: [CH:28]([N:31]1[CH2:32][CH2:33][N:34]([C:37](=[O:43])[CH2:38][CH2:39][CH2:40][C:41]#[C:42][C:2]2[CH:3]=[CH:4][N:5]3[C:10]=2[C:9](=[O:11])[N:8]([C:12]2[CH:17]=[CH:16][CH:15]=[CH:14][CH:13]=2)[C:7]([C@@H:18]([NH:20][C:21](=[O:27])[O:22][C:23]([CH3:26])([CH3:24])[CH3:25])[CH3:19])=[N:6]3)[CH2:35][CH2:36]1)([CH3:30])[CH3:29]. (3) Given the reactants Br[C:2]1[CH:7]=[CH:6][C:5]([C:8]2[CH:13]=[CH:12][C:11]([CH2:14][CH2:15][C:16]3([NH:24]C(=O)C)[CH2:21][O:20]C(C)(C)[O:18][CH2:17]3)=[CH:10][CH:9]=2)=[C:4]([F:28])[CH:3]=1.[F:29][C:30]1[CH:35]=[C:34]([CH3:36])[CH:33]=[CH:32][C:31]=1[SH:37].C(N(C(C)C)CC)(C)C.C1(P(C2C=CC=CC=2)C2C3OC4C(=CC=CC=4P(C4C=CC=CC=4)C4C=CC=CC=4)C(C)(C)C=3C=CC=2)C=CC=CC=1, predict the reaction product. The product is: [NH2:24][C:16]([CH2:15][CH2:14][C:11]1[CH:12]=[CH:13][C:8]([C:5]2[CH:6]=[CH:7][C:2]([S:37][C:31]3[CH:32]=[CH:33][C:34]([CH3:36])=[CH:35][C:30]=3[F:29])=[CH:3][C:4]=2[F:28])=[CH:9][CH:10]=1)([CH2:21][OH:20])[CH2:17][OH:18]. (4) The product is: [Br:1][C:2]1[CH:10]=[C:9]2[C:5](=[CH:4][CH:3]=1)[C:6](=[O:17])[CH2:7][C:8]2([CH3:12])[CH3:11]. Given the reactants [Br:1][C:2]1[CH:10]=[C:9]2[C:5]([CH2:6][CH2:7][C:8]2([CH3:12])[CH3:11])=[CH:4][CH:3]=1.C([O:17]O)(C)(C)C, predict the reaction product.